From a dataset of NCI-60 drug combinations with 297,098 pairs across 59 cell lines. Regression. Given two drug SMILES strings and cell line genomic features, predict the synergy score measuring deviation from expected non-interaction effect. Drug 1: CC12CCC(CC1=CCC3C2CCC4(C3CC=C4C5=CN=CC=C5)C)O. Drug 2: C1CCN(CC1)CCOC2=CC=C(C=C2)C(=O)C3=C(SC4=C3C=CC(=C4)O)C5=CC=C(C=C5)O. Cell line: NCI-H522. Synergy scores: CSS=8.69, Synergy_ZIP=1.17, Synergy_Bliss=6.80, Synergy_Loewe=5.89, Synergy_HSA=5.93.